Dataset: Catalyst prediction with 721,799 reactions and 888 catalyst types from USPTO. Task: Predict which catalyst facilitates the given reaction. (1) The catalyst class is: 10. Product: [Br:16][C:17]1[CH:22]=[C:21]([NH:1][CH2:2][CH:3]2[CH2:8][CH2:7][CH2:6][N:5]([C:9]([O:11][C:12]([CH3:15])([CH3:14])[CH3:13])=[O:10])[CH2:4]2)[C:20]([N+:24]([O-:26])=[O:25])=[CH:19][N:18]=1. Reactant: [NH2:1][CH2:2][CH:3]1[CH2:8][CH2:7][CH2:6][N:5]([C:9]([O:11][C:12]([CH3:15])([CH3:14])[CH3:13])=[O:10])[CH2:4]1.[Br:16][C:17]1[CH:22]=[C:21](Cl)[C:20]([N+:24]([O-:26])=[O:25])=[CH:19][N:18]=1.C(N(CC)CC)C. (2) Reactant: C(NC(C1OC2(CCN([C:18](=[O:30])[C:19]3[CH:24]=[CH:23][C:22]([O:25][CH:26]([CH3:28])[CH3:27])=[C:21]([CH3:29])[CH:20]=3)CC2)CN(CC2C=CC=CC=2)C1)=O)C(C)=O. Product: [CH:26]([O:25][C:22]1[CH:23]=[CH:24][C:19]([CH:18]=[O:30])=[CH:20][C:21]=1[CH3:29])([CH3:28])[CH3:27]. The catalyst class is: 1. (3) Product: [N+:17]([C:15]1[CH:14]=[CH:13][C:6]2[N:7]([CH2:8][C:9]([F:12])([F:11])[F:10])[CH:2]([C:20]([F:21])([F:22])[F:23])[CH2:3][O:4][C:5]=2[CH:16]=1)([O-:19])=[O:18]. The catalyst class is: 574. Reactant: O[C:2]1([C:20]([F:23])([F:22])[F:21])[N:7]([CH2:8][C:9]([F:12])([F:11])[F:10])[C:6]2[CH:13]=[CH:14][C:15]([N+:17]([O-:19])=[O:18])=[CH:16][C:5]=2[O:4][CH2:3]1.C([BH3-])#N.[Na+].C(=O)([O-])[O-].[K+].[K+]. (4) Reactant: [C:1]([NH:5][C:6]([C:8]1[C:16]2[C:11](=[N:12][CH:13]=[C:14]([C:17]3[C:25]4[C:20](=[CH:21][CH:22]=[C:23]([O:26][CH:27]([F:29])[F:28])[CH:24]=4)[N:19]([CH2:30][CH:31]4[CH2:34][N:33](C(OC(C)(C)C)=O)[CH2:32]4)[N:18]=3)[N:15]=2)[N:10](COCC[Si](C)(C)C)[CH:9]=1)=[O:7])([CH3:4])([CH3:3])[CH3:2].FC(F)(F)C(O)=O. Product: [C:1]([NH:5][C:6]([C:8]1[C:16]2[C:11](=[N:12][CH:13]=[C:14]([C:17]3[C:25]4[C:20](=[CH:21][CH:22]=[C:23]([O:26][CH:27]([F:28])[F:29])[CH:24]=4)[N:19]([CH2:30][CH:31]4[CH2:32][NH:33][CH2:34]4)[N:18]=3)[N:15]=2)[NH:10][CH:9]=1)=[O:7])([CH3:4])([CH3:2])[CH3:3]. The catalyst class is: 4. (5) Reactant: CS(O[CH2:6][C@@H:7]1[O:11][C:10](=[O:12])[N:9]([C:13]2[CH:18]=[CH:17][C:16]([I:19])=[C:15]([F:20])[CH:14]=2)[CH2:8]1)(=O)=O.[N-:21]=[N+:22]=[N-:23].[Na+].C(=O)(O)[O-].[Na+]. Product: [N:21]([CH2:6][C@@H:7]1[O:11][C:10](=[O:12])[N:9]([C:13]2[CH:18]=[CH:17][C:16]([I:19])=[C:15]([F:20])[CH:14]=2)[CH2:8]1)=[N+:22]=[N-:23]. The catalyst class is: 9. (6) Reactant: [Cl:1][C:2]1[C:3]([F:45])=[C:4]([C@@H:8]2[C@:12]([C:15]3[CH:20]=[CH:19][C:18]([Cl:21])=[CH:17][C:16]=3[F:22])([C:13]#[N:14])[C@H:11]([CH2:23][C:24]([CH3:27])([CH3:26])[CH3:25])[NH:10][C@H:9]2[C:28]([NH:30][C:31]2[CH:39]=[CH:38][C:34]([C:35]([OH:37])=[O:36])=[CH:33][C:32]=2[O:40][C:41](F)(F)F)=[O:29])[CH:5]=[CH:6][CH:7]=1.[CH:46]1([CH:49]=O)[CH2:48][CH2:47]1.[CH3:51]C(O)=O. Product: [CH3:51][O:37][C:35](=[O:36])[C:34]1[CH:38]=[CH:39][C:31]([N:30]2[C:28](=[O:29])[C@H:9]3[C@H:8]([C:4]4[CH:5]=[CH:6][CH:7]=[C:2]([Cl:1])[C:3]=4[F:45])[C@:12]([C:15]4[CH:20]=[CH:19][C:18]([Cl:21])=[CH:17][C:16]=4[F:22])([C:13]#[N:14])[C@H:11]([CH2:23][C:24]([CH3:25])([CH3:26])[CH3:27])[N:10]3[C@@H:49]2[CH:46]2[CH2:47][CH2:48]2)=[C:32]([O:40][CH3:41])[CH:33]=1. The catalyst class is: 2. (7) Reactant: Cl.Cl.[NH2:3][CH:4]([C:6]1[O:7][C:8](=[O:21])[C:9]2[C:14]([C:15]=1[C:16]1[CH:17]=[N:18][NH:19][CH:20]=1)=[CH:13][CH:12]=[CH:11][CH:10]=2)[CH3:5].[Cl:22][C:23]1[C:24]2[S:31][CH:30]=[CH:29][C:25]=2[N:26]=[CH:27][N:28]=1. Product: [ClH:22].[NH:18]1[CH:17]=[C:16]([C:15]2[C:14]3[C:9](=[CH:10][CH:11]=[CH:12][CH:13]=3)[C:8](=[O:21])[O:7][C:6]=2[CH:4]([NH:3][C:23]2[C:24]3[S:31][CH:30]=[CH:29][C:25]=3[N:26]=[CH:27][N:28]=2)[CH3:5])[CH:20]=[N:19]1. The catalyst class is: 218. (8) Reactant: [CH3:1][C:2]1([CH3:10])[O:9][C:7](=[O:8])[CH2:6][C:4](=[O:5])[O:3]1.Cl.C(N=C=NCCCN(C)C)C.[C:23]([C:25]1[CH:33]=[CH:32][C:28]([C:29](O)=[O:30])=[CH:27][CH:26]=1)#[N:24]. Product: [CH3:1][C:2]1([CH3:10])[O:9][C:7](=[O:8])[C:6](=[C:29]([OH:30])[C:28]2[CH:32]=[CH:33][C:25]([C:23]#[N:24])=[CH:26][CH:27]=2)[C:4](=[O:5])[O:3]1. The catalyst class is: 112. (9) Reactant: [Br:1][C:2]1[CH:11]=[CH:10][CH:9]=[C:8]2[C:3]=1[CH2:4][CH2:5][CH2:6][C:7]2=O.Cl.[NH2:14][OH:15]. Product: [Br:1][C:2]1[CH:11]=[CH:10][CH:9]=[C:8]2[C:3]=1[CH2:4][CH2:5][CH2:6]/[C:7]/2=[N:14]\[OH:15]. The catalyst class is: 17.